Dataset: Forward reaction prediction with 1.9M reactions from USPTO patents (1976-2016). Task: Predict the product of the given reaction. (1) Given the reactants [NH2:1][CH2:2][CH:3]([C:5]1[CH:10]=[CH:9][CH:8]=[CH:7][CH:6]=1)[OH:4].[CH:11](=O)[C:12]1[CH:17]=[CH:16][CH:15]=[CH:14][CH:13]=1.[BH4-].[Na+], predict the reaction product. The product is: [CH2:11]([NH:1][CH2:2][CH:3]([C:5]1[CH:10]=[CH:9][CH:8]=[CH:7][CH:6]=1)[OH:4])[C:12]1[CH:17]=[CH:16][CH:15]=[CH:14][CH:13]=1. (2) The product is: [F:1][C:2]1[CH:3]=[C:4]2[C:9](=[CH:10][CH:11]=1)[N:8]=[CH:7][CH:6]=[C:5]2[C@@H:12]1[CH2:17][CH2:16][C@H:15]([NH2:25])[CH2:14][CH2:13]1. Given the reactants [F:1][C:2]1[CH:3]=[C:4]2[C:9](=[CH:10][CH:11]=1)[N:8]=[CH:7][CH:6]=[C:5]2[CH:12]1[CH2:17][CH2:16][C:15](=O)[CH2:14][CH2:13]1.C([O-])(=O)C.[NH4+].C([BH3-])#[N:25].[Na+], predict the reaction product. (3) Given the reactants [CH2:1]([Cl:3])Cl.CO.[C:6]([O-:9])([O-])=O.[Ca+2].[I-:11].[Cl-].[Cl-].C[N+:15](C)(C)[CH2:16][C:17]1[CH:22]=C[CH:20]=[CH:19][CH:18]=1.C[N+](C)(C)CC1C=CC=CC=1.C[N+](C)(C)CC1C=CC=CC=1, predict the reaction product. The product is: [Cl:3][C:1]1[C:16]([NH2:15])=[C:17]([CH3:22])[C:18]([O:9][CH3:6])=[C:19]([I:11])[CH:20]=1.